Dataset: Forward reaction prediction with 1.9M reactions from USPTO patents (1976-2016). Task: Predict the product of the given reaction. (1) Given the reactants [CH:1]1([CH2:4][O:5][C:6]2[CH:14]=[CH:13][C:9]3[O:10][CH2:11][O:12][C:8]=3[C:7]=2[C:15]2[C:16]3[NH:23][CH:22]=[C:21]([C:24](O)=[O:25])[C:17]=3[N:18]=[CH:19][N:20]=2)[CH2:3][CH2:2]1.[NH2:27][C@@H:28]([CH3:58])[C:29]([N:31]1[CH2:36][CH2:35][CH:34]([N:37]2[N:46]=[C:45]([C:47]3[CH:52]=[CH:51][C:50]([O:53][CH3:54])=[C:49]([O:55][CH3:56])[CH:48]=3)[C@@H:44]3[C@@H:39]([CH2:40][CH2:41][CH2:42][CH2:43]3)[C:38]2=[O:57])[CH2:33][CH2:32]1)=[O:30].CN(C(ON1N=NC2C=CC=CC1=2)=[N+](C)C)C.F[P-](F)(F)(F)(F)F.CCN(C(C)C)C(C)C, predict the reaction product. The product is: [CH:1]1([CH2:4][O:5][C:6]2[CH:14]=[CH:13][C:9]3[O:10][CH2:11][O:12][C:8]=3[C:7]=2[C:15]2[C:16]3[NH:23][CH:22]=[C:21]([C:24]([NH:27][C@@H:28]([CH3:58])[C:29]([N:31]4[CH2:32][CH2:33][CH:34]([N:37]5[N:46]=[C:45]([C:47]6[CH:52]=[CH:51][C:50]([O:53][CH3:54])=[C:49]([O:55][CH3:56])[CH:48]=6)[C@@H:44]6[C@@H:39]([CH2:40][CH2:41][CH2:42][CH2:43]6)[C:38]5=[O:57])[CH2:35][CH2:36]4)=[O:30])=[O:25])[C:17]=3[N:18]=[CH:19][N:20]=2)[CH2:3][CH2:2]1. (2) Given the reactants [C:1]([O:5][C:6](=[O:18])[NH:7][C:8]1([C:11]2[CH:16]=[CH:15][C:14](I)=[CH:13][N:12]=2)[CH2:10][CH2:9]1)([CH3:4])([CH3:3])[CH3:2].C([Sn](CCCC)(CCCC)[C:24]([O:26]CC)=[CH2:25])CCC.C1(C)C=CC(S([O-])(=O)=O)=CC=1.[NH+]1C=CC=CC=1.O, predict the reaction product. The product is: [C:1]([O:5][C:6](=[O:18])[NH:7][C:8]1([C:11]2[CH:16]=[CH:15][C:14]([C:24](=[O:26])[CH3:25])=[CH:13][N:12]=2)[CH2:10][CH2:9]1)([CH3:4])([CH3:3])[CH3:2]. (3) Given the reactants [C:1]1([C:7]2[S:11][C:10]([C:12]3[CH:18]=[CH:17][CH:16]=[CH:15][C:13]=3[NH2:14])=[N:9][N:8]=2)[CH:6]=[CH:5][CH:4]=[CH:3][CH:2]=1.C(N(CC)CC)C.[Cl:26][C:27]1[CH:32]=[C:31]([C:33]2[CH:38]=[CH:37][CH:36]=[CH:35][CH:34]=2)[N:30]=[C:29]([C:39](Cl)=[O:40])[CH:28]=1.CO, predict the reaction product. The product is: [Cl:26][C:27]1[CH:32]=[C:31]([C:33]2[CH:38]=[CH:37][CH:36]=[CH:35][CH:34]=2)[N:30]=[C:29]([C:39]([NH:14][C:13]2[CH:15]=[CH:16][CH:17]=[CH:18][C:12]=2[C:10]2[S:11][C:7]([C:1]3[CH:2]=[CH:3][CH:4]=[CH:5][CH:6]=3)=[N:8][N:9]=2)=[O:40])[CH:28]=1.